From a dataset of Reaction yield outcomes from USPTO patents with 853,638 reactions. Predict the reaction yield, written as a fraction of the theoretical maximum amount of product (1.0 means a 100% yield; for example, 0.34 means a 34% yield). (1) The reactants are [CH3:1][C:2]1[CH:11]=[N:10][C:9]2[C:4](=[CH:5][C:6]([O:14][CH3:15])=[C:7]([O:12][CH3:13])[CH:8]=2)[N:3]=1.[O:16]1CCOCC1. No catalyst specified. The product is [CH3:13][O:12][C:7]1[CH:8]=[C:9]2[C:4](=[CH:5][C:6]=1[O:14][CH3:15])[N:3]=[C:2]([CH:1]=[O:16])[CH:11]=[N:10]2. The yield is 0.730. (2) The reactants are Br[C:2]1[CH:20]=[C:19]([N+:21]([O-:23])=[O:22])[CH:18]=[CH:17][C:3]=1[O:4][C:5]1[CH:6]=[C:7]([CH:10]=[CH:11][C:12]=1[O:13][CH:14]([F:16])[F:15])[CH:8]=[O:9].C([O-])(=O)C.[Na+].CN(C)C=O. No catalyst specified. The product is [F:15][CH:14]([F:16])[O:13][C:12]1[C:5]2[O:4][C:3]3[CH:17]=[CH:18][C:19]([N+:21]([O-:23])=[O:22])=[CH:20][C:2]=3[C:6]=2[C:7]([CH:8]=[O:9])=[CH:10][CH:11]=1. The yield is -0.733.